Task: Predict the reactants needed to synthesize the given product.. Dataset: Full USPTO retrosynthesis dataset with 1.9M reactions from patents (1976-2016) (1) Given the product [Cl:1][C:2]1[CH:7]=[C:6]([Cl:8])[CH:5]=[CH:4][C:3]=1[O:9][CH2:11][C:12]([N:14]1[CH2:15][CH2:16][N:17]([S:20]([C:23]2[CH:32]=[CH:31][C:30]3[C:25](=[CH:26][CH:27]=[CH:28][CH:29]=3)[CH:24]=2)(=[O:21])=[O:22])[CH2:18][CH2:19]1)=[O:13], predict the reactants needed to synthesize it. The reactants are: [Cl:1][C:2]1[CH:7]=[C:6]([Cl:8])[CH:5]=[CH:4][C:3]=1[OH:9].Cl[CH2:11][C:12]([N:14]1[CH2:19][CH2:18][N:17]([S:20]([C:23]2[CH:32]=[CH:31][C:30]3[C:25](=[CH:26][CH:27]=[CH:28][CH:29]=3)[CH:24]=2)(=[O:22])=[O:21])[CH2:16][CH2:15]1)=[O:13].C(=O)([O-])[O-].[K+].[K+].O. (2) Given the product [O:26]1[CH2:27][CH2:28][O:29][CH:25]1[CH2:24][NH:1][C:2]1[C:3]2[C:10]([C:11]3[CH:16]=[CH:15][CH:14]=[CH:13][CH:12]=3)=[C:9]([C:17]3[CH:18]=[CH:19][CH:20]=[CH:21][CH:22]=3)[O:8][C:4]=2[N:5]=[CH:6][N:7]=1, predict the reactants needed to synthesize it. The reactants are: [NH2:1][C:2]1[C:3]2[C:10]([C:11]3[CH:16]=[CH:15][CH:14]=[CH:13][CH:12]=3)=[C:9]([C:17]3[CH:22]=[CH:21][CH:20]=[CH:19][CH:18]=3)[O:8][C:4]=2[N:5]=[CH:6][N:7]=1.Br[CH2:24][CH:25]1[O:29][CH2:28][CH2:27][O:26]1.[OH-].[Na+].